This data is from Forward reaction prediction with 1.9M reactions from USPTO patents (1976-2016). The task is: Predict the product of the given reaction. (1) Given the reactants [CH3:1][O:2][C:3](=[O:18])[C@:4]([N:15]=[C:16]=[O:17])([CH3:14])[CH2:5][O:6][Si:7]([C:10]([CH3:13])([CH3:12])[CH3:11])([CH3:9])[CH3:8].[N+:19](=[C:21]1[N:25]=[CH:24][N:23]=[C:22]1[C:26]([NH2:28])=[O:27])=[N-:20], predict the reaction product. The product is: [CH3:1][O:2][C:3](=[O:18])[C@:4]([N:15]1[C:16](=[O:17])[N:25]2[CH:24]=[N:23][C:22]([C:26](=[O:27])[NH2:28])=[C:21]2[N:19]=[N:20]1)([CH3:14])[CH2:5][O:6][Si:7]([C:10]([CH3:11])([CH3:12])[CH3:13])([CH3:9])[CH3:8]. (2) Given the reactants [N:1]1[CH:6]=[CH:5][N:4]=[C:3]([C:7]([OH:9])=[O:8])[C:2]=1[C:10]([OH:12])=[O:11].OS(O)(=O)=O.[CH3:18]O, predict the reaction product. The product is: [CH3:18][O:11][C:10]([C:2]1[C:3]([C:7]([OH:9])=[O:8])=[N:4][CH:5]=[CH:6][N:1]=1)=[O:12]. (3) Given the reactants [CH2:1]([NH:8][C:9]1[CH:16]=[CH:15][C:12](OC)=[CH:11][CH:10]=1)[C:2]1[CH:7]=[CH:6][CH:5]=[CH:4]C=1.C(=O)(O)[O-].[Na+], predict the reaction product. The product is: [CH2:2]1[C:1]2[NH:8][C:9]3[C:10](=[CH:11][CH:12]=[CH:15][CH:16]=3)[C:4]=2[CH2:5][CH2:6][CH2:7]1. (4) Given the reactants [CH3:1][C:2]([CH3:9])([CH3:8])[CH:3]=[CH:4][C:5]([OH:7])=[O:6].CO.O1CCCC1, predict the reaction product. The product is: [CH3:1][C:2]([CH3:9])([CH3:8])[CH2:3][CH2:4][C:5]([OH:7])=[O:6]. (5) The product is: [Cl:12][C:13]1[CH:14]=[CH:15][C:16]([O:17][CH2:18][C:19]2[O:20][CH:2]=[C:3]([C:5]3[CH:10]=[CH:9][C:8]([OH:11])=[CH:7][CH:6]=3)[N:21]=2)=[CH:22][CH:23]=1. Given the reactants Br[CH2:2][C:3]([C:5]1[CH:10]=[CH:9][C:8]([OH:11])=[CH:7][CH:6]=1)=O.[Cl:12][C:13]1[CH:23]=[CH:22][C:16]([O:17][CH2:18][C:19]([NH2:21])=[O:20])=[CH:15][CH:14]=1.CN1CCCC1=O.C(=O)([O-])O.[Na+], predict the reaction product. (6) Given the reactants [CH:1]1([NH:4][C:5]2[C:10]([C:11]([NH2:13])=[O:12])=[CH:9][N:8]=[C:7]([NH:14][C:15]3[CH:20]=[CH:19][C:18]([CH:21]4[CH2:26][CH2:25][N:24]([CH:27]([CH3:29])[CH3:28])[CH2:23][CH2:22]4)=[CH:17][CH:16]=3)[N:6]=2)[CH2:3][CH2:2]1.[O:30]1CC(=O)C1, predict the reaction product. The product is: [CH:1]1([NH:4][C:5]2[C:10]([C:11]([NH2:13])=[O:12])=[CH:9][N:8]=[C:7]([NH:14][C:15]3[CH:20]=[CH:19][C:18]([CH:21]4[CH2:26][CH2:25][N:24]([CH:27]5[CH2:29][O:30][CH2:28]5)[CH2:23][CH2:22]4)=[CH:17][CH:16]=3)[N:6]=2)[CH2:3][CH2:2]1. (7) The product is: [I:10][C:6]1[CH:7]=[CH:8][N:9]=[C:2]2[NH:11][N:12]=[CH:4][C:3]=12. Given the reactants F[C:2]1[N:9]=[CH:8][CH:7]=[C:6]([I:10])[C:3]=1[CH:4]=O.[NH2:11][NH2:12], predict the reaction product.